Dataset: Full USPTO retrosynthesis dataset with 1.9M reactions from patents (1976-2016). Task: Predict the reactants needed to synthesize the given product. (1) Given the product [CH3:30][O:31][C:32]1[CH:33]=[CH:34][C:35]([S:38]([NH:1][C:2]2[CH:3]=[C:4]([C:8]3[CH:20]=[CH:19][C:11]4[N:12]=[C:13]([NH:15][C:16](=[O:18])[CH3:17])[S:14][C:10]=4[CH:9]=3)[CH:5]=[CH:6][CH:7]=2)(=[O:40])=[O:39])=[CH:36][CH:37]=1, predict the reactants needed to synthesize it. The reactants are: [NH2:1][C:2]1[CH:3]=[C:4]([C:8]2[CH:20]=[CH:19][C:11]3[N:12]=[C:13]([NH:15][C:16](=[O:18])[CH3:17])[S:14][C:10]=3[CH:9]=2)[CH:5]=[CH:6][CH:7]=1.N1C=CC=CC=1.ClCCl.[CH3:30][O:31][C:32]1[CH:37]=[CH:36][C:35]([S:38](Cl)(=[O:40])=[O:39])=[CH:34][CH:33]=1.N1CCCC1. (2) Given the product [ClH:30].[NH:2]1[CH:3]=[C:4]([C:6]2[CH:7]=[CH:8][C:9]([C:13]3[N:14]=[N:15][C:16]([O:19][CH:20]4[CH2:25][C:24]([CH3:27])([CH3:26])[NH:23][C:22]([CH3:29])([CH3:28])[CH2:21]4)=[CH:17][CH:18]=3)=[C:10]([OH:12])[CH:11]=2)[CH:5]=[N:1]1, predict the reactants needed to synthesize it. The reactants are: [NH:1]1[CH:5]=[C:4]([C:6]2[CH:7]=[CH:8][C:9]([C:13]3[N:14]=[N:15][C:16]([O:19][CH:20]4[CH2:25][C:24]([CH3:27])([CH3:26])[NH:23][C:22]([CH3:29])([CH3:28])[CH2:21]4)=[CH:17][CH:18]=3)=[C:10]([OH:12])[CH:11]=2)[CH:3]=[N:2]1.[ClH:30].O.C. (3) Given the product [CH3:29][C@H:30]1[CH2:35][CH2:34][CH2:33][CH2:32][N:31]1[C:37]1[N:41]2[CH:42]=[C:43]([O:46][C@H:47]3[C:56]4[C:51](=[CH:52][CH:53]=[CH:54][CH:55]=4)[C@@H:50]([NH:57][C:58]([NH:59][C:60]4[N:64]([C:65]5[CH:66]=[N:67][N:68]([CH2:70][CH2:71][OH:72])[CH:69]=5)[N:63]=[C:62]([CH2:77][CH3:78])[CH:61]=4)=[O:80])[CH2:49][CH2:48]3)[CH:44]=[CH:45][C:40]2=[N:39][N:38]=1, predict the reactants needed to synthesize it. The reactants are: C[C@H]1CCCCN1C1N2C=C(O[C@H]3C4C(=CC=CC=4)[C@@H](N)CC3)C=CC2=NN=1.[CH3:29][C@H:30]1[CH2:35][CH2:34][CH2:33][C@@H:32](C)[N:31]1[C:37]1[N:41]2[CH:42]=[C:43]([O:46][C@H:47]3[C:56]4[C:51](=[CH:52][CH:53]=[CH:54][CH:55]=4)[C@@H:50]([NH:57][C:58](=[O:80])[NH:59][C:60]4[N:64]([C:65]5[CH:66]=[N:67][N:68]([CH2:70][CH2:71][O:72]S(C)(=O)=O)[CH:69]=5)[N:63]=[C:62]([CH:77](C)[CH3:78])[CH:61]=4)[CH2:49][CH2:48]3)[CH:44]=[CH:45][C:40]2=[N:39][N:38]=1.